This data is from TCR-epitope binding with 47,182 pairs between 192 epitopes and 23,139 TCRs. The task is: Binary Classification. Given a T-cell receptor sequence (or CDR3 region) and an epitope sequence, predict whether binding occurs between them. The epitope is SEISMDNSPNL. The TCR CDR3 sequence is CSVEDAASGSYEQYF. Result: 0 (the TCR does not bind to the epitope).